Dataset: NCI-60 drug combinations with 297,098 pairs across 59 cell lines. Task: Regression. Given two drug SMILES strings and cell line genomic features, predict the synergy score measuring deviation from expected non-interaction effect. (1) Drug 1: C1C(C(OC1N2C=C(C(=O)NC2=O)F)CO)O. Drug 2: C1=NC2=C(N=C(N=C2N1C3C(C(C(O3)CO)O)O)F)N. Cell line: UACC62. Synergy scores: CSS=6.10, Synergy_ZIP=-3.94, Synergy_Bliss=0.149, Synergy_Loewe=-17.9, Synergy_HSA=-1.04. (2) Drug 1: C1=C(C(=O)NC(=O)N1)N(CCCl)CCCl. Drug 2: CN(CCCl)CCCl.Cl. Cell line: SF-539. Synergy scores: CSS=51.4, Synergy_ZIP=-2.07, Synergy_Bliss=0.352, Synergy_Loewe=-7.00, Synergy_HSA=1.18. (3) Drug 1: CC(C)NC(=O)C1=CC=C(C=C1)CNNC.Cl. Drug 2: C1CN(P(=O)(OC1)NCCCl)CCCl. Cell line: BT-549. Synergy scores: CSS=1.30, Synergy_ZIP=9.56, Synergy_Bliss=2.14, Synergy_Loewe=2.74, Synergy_HSA=0.273. (4) Drug 1: CCC1(CC2CC(C3=C(CCN(C2)C1)C4=CC=CC=C4N3)(C5=C(C=C6C(=C5)C78CCN9C7C(C=CC9)(C(C(C8N6C=O)(C(=O)OC)O)OC(=O)C)CC)OC)C(=O)OC)O.OS(=O)(=O)O. Cell line: MCF7. Drug 2: C1CC(=O)NC(=O)C1N2C(=O)C3=CC=CC=C3C2=O. Synergy scores: CSS=5.58, Synergy_ZIP=-4.39, Synergy_Bliss=-4.17, Synergy_Loewe=-20.3, Synergy_HSA=-4.44.